This data is from Drug-target binding data from BindingDB using IC50 measurements. The task is: Regression. Given a target protein amino acid sequence and a drug SMILES string, predict the binding affinity score between them. We predict pIC50 (pIC50 = -log10(IC50 in M); higher means more potent). Dataset: bindingdb_ic50. The small molecule is O=C(O)Cn1cnc2c(NCc3ccccc3)nc(NC(=O)c3ccc(C4CCCCC4)cc3)nc21. The target protein (P42227) has sequence MAQWNQLQQLDTRYLEQLHQLYSDSFPMELRQFLAPWIESQDWAYAASKESHATLVFHNLLGEIDQQYSRFLQESNVLYQHNLRRIKQFLQSRYLEKPMEIARIVARCLWEESRLLQTAATAAQQGGQANHPTAAVVTEKQQMLEQHLQDVRKRVQDLEQKMKVVENLQDDFDFNYKTLKSQGDMQDLNGNNQSVTRQKMQQLEQMLTALDQMRRSIVSELAGLLSAMEYVQKTLTDEELADWKRRQQIACIGGPPNICLDRLENWITSLAESQLQTRQQIKKLEELQQKVSYKGDPIVQHRPMLEERIVELFRNLMKSAFVVERQPCMPMHPDRPLVIKTGVQFTTKVRLLVKFPELNYQLKIKVCIDKDSGDVAALRGSRKFNILGTNTKVMNMEESNNGSLSAEFKHLTLREQRCGNGGRANCDASLIVTEELHLITFETEVYHQGLKIDLETHSLPVVVISNICQMPNAWASILWYNMLTNNPKNVNFFTKPPIGT.... The pIC50 is 4.0.